Dataset: Peptide-MHC class I binding affinity with 185,985 pairs from IEDB/IMGT. Task: Regression. Given a peptide amino acid sequence and an MHC pseudo amino acid sequence, predict their binding affinity value. This is MHC class I binding data. (1) The peptide sequence is PLSINVSGV. The MHC is HLA-A02:06 with pseudo-sequence HLA-A02:06. The binding affinity (normalized) is 0.0951. (2) The peptide sequence is KVFFVNWFR. The MHC is HLA-B08:01 with pseudo-sequence HLA-B08:01. The binding affinity (normalized) is 0.0847. (3) The peptide sequence is LVNSIQRRTL. The MHC is H-2-Db with pseudo-sequence H-2-Db. The binding affinity (normalized) is 0. (4) The peptide sequence is RVRPKKEVL. The MHC is HLA-B27:03 with pseudo-sequence HLA-B27:03. The binding affinity (normalized) is 0.0847. (5) The peptide sequence is VMDTLNGIMM. The MHC is HLA-A02:06 with pseudo-sequence HLA-A02:06. The binding affinity (normalized) is 0.446. (6) The peptide sequence is LDFVRFMGV. The MHC is HLA-B44:02 with pseudo-sequence HLA-B44:02. The binding affinity (normalized) is 0.